From a dataset of Forward reaction prediction with 1.9M reactions from USPTO patents (1976-2016). Predict the product of the given reaction. (1) The product is: [CH2:18]([N:25]1[CH2:30][CH2:29][C:28](=[CH:3][C:1]#[N:2])[CH2:27][CH2:26]1)[C:19]1[CH:24]=[CH:23][CH:22]=[CH:21][CH:20]=1. Given the reactants [C:1]([CH2:3]P(=O)(OCC)OCC)#[N:2].C(=O)([O-])[O-].[K+].[K+].[CH2:18]([N:25]1[CH2:30][CH2:29][C:28](=O)[CH2:27][CH2:26]1)[C:19]1[CH:24]=[CH:23][CH:22]=[CH:21][CH:20]=1, predict the reaction product. (2) Given the reactants [F:1][C:2]1[CH:7]=[CH:6][C:5]([C:8]([C:12]2[CH:17]=[CH:16][C:15]([O:18][CH3:19])=[CH:14][CH:13]=2)([OH:11])[C:9]#[CH:10])=[CH:4][CH:3]=1.[O:20]1[CH2:25][CH2:24][N:23]([C:26]2[C:48]([O:49][CH3:50])=[CH:47][C:29]3[C:30](O)=[CH:31][C:32]4[C:33]([OH:45])([CH2:41][CH2:42][CH2:43][CH3:44])[C:34]5[CH:35]=[CH:36][CH:37]=[CH:38][C:39]=5[C:40]=4[C:28]=3[CH:27]=2)[CH2:22][CH2:21]1.FC(F)(F)C(O)=O.C(C1C=CC=CC=1S(O)(=O)=O)CCCCCCCCCCC, predict the reaction product. The product is: [F:1][C:2]1[CH:3]=[CH:4][C:5]([C:8]2([C:12]3[CH:13]=[CH:14][C:15]([O:18][CH3:19])=[CH:16][CH:17]=3)[O:11][C:30]3[C:29]4[CH:47]=[C:48]([O:49][CH3:50])[C:26]([N:23]5[CH2:22][CH2:21][O:20][CH2:25][CH2:24]5)=[CH:27][C:28]=4[C:40]4[C:39]5[C:34](=[CH:35][CH:36]=[CH:37][CH:38]=5)[C:33]([CH2:41][CH2:42][CH2:43][CH3:44])([OH:45])[C:32]=4[C:31]=3[CH:10]=[CH:9]2)=[CH:6][CH:7]=1. (3) Given the reactants [NH:1]1[CH2:5][CH2:4][N:3]=[C:2]1[CH2:6][CH:7]([C:14]1[CH:15]=[C:16]([CH:19]=[CH:20][CH:21]=1)[CH:17]=O)[C:8]1[CH:13]=[CH:12][CH:11]=[CH:10][N:9]=1.[C:22]([NH:27][NH2:28])(=[O:26])[CH:23]([CH3:25])[CH3:24], predict the reaction product. The product is: [NH:1]1[CH2:5][CH2:4][N:3]=[C:2]1[CH2:6][CH:7]([C:14]1[CH:15]=[C:16]([CH:19]=[CH:20][CH:21]=1)[CH:17]=[N:28][NH:27][C:22](=[O:26])[CH:23]([CH3:25])[CH3:24])[C:8]1[CH:13]=[CH:12][CH:11]=[CH:10][N:9]=1. (4) Given the reactants Cl.[NH2:2][CH2:3][CH:4]([OH:7])[CH2:5][NH2:6].[N:8]1[CH:13]=[CH:12][CH:11]=[CH:10][C:9]=1[CH:14]=O.[B-][C:17]#[N:18].[Na+], predict the reaction product. The product is: [N:8]1[CH:13]=[CH:12][CH:11]=[CH:10][C:9]=1[CH2:14][N:2]([CH2:12][C:11]1[CH:10]=[CH:9][CH:14]=[CH:17][N:18]=1)[CH2:3][CH:4]([OH:7])[CH2:5][NH:6][CH2:14][C:9]1[CH:10]=[CH:11][CH:12]=[CH:13][N:8]=1. (5) Given the reactants [CH2:1]([O:5][C:6]1[C:15]2[C:10](=[CH:11][CH:12]=[C:13]([C:16]3[CH:21]=[CH:20][CH:19]=[CH:18][N:17]=3)[CH:14]=2)[C:9](=[O:22])[N:8]([CH2:23][CH:24]([CH3:26])[CH3:25])[C:7]=1[CH2:27][NH:28]C(=O)OC(C)(C)C)[CH2:2][CH2:3][CH3:4].[ClH:36], predict the reaction product. The product is: [ClH:36].[ClH:36].[NH2:28][CH2:27][C:7]1[N:8]([CH2:23][CH:24]([CH3:25])[CH3:26])[C:9](=[O:22])[C:10]2[C:15]([C:6]=1[O:5][CH2:1][CH2:2][CH2:3][CH3:4])=[CH:14][C:13]([C:16]1[CH:21]=[CH:20][CH:19]=[CH:18][N:17]=1)=[CH:12][CH:11]=2. (6) Given the reactants Cl[C:2]1[CH:3]=[C:4]([CH:8]=[CH:9][N:10]=1)[C:5]([OH:7])=[O:6].[F:11][C:12]([F:21])([F:20])[C:13]1[CH:14]=[CH:15][C:16]([NH2:19])=[N:17][CH:18]=1.C([O-])([O-])=O.[K+].[K+], predict the reaction product. The product is: [F:21][C:12]([F:11])([F:20])[C:13]1[CH:14]=[CH:15][C:16]([NH:19][C:2]2[CH:3]=[C:4]([CH:8]=[CH:9][N:10]=2)[C:5]([OH:7])=[O:6])=[N:17][CH:18]=1. (7) Given the reactants [H-].[Na+].[C:3]1([CH3:13])[CH:8]=[CH:7][C:6]([S:9](Cl)(=[O:11])=[O:10])=[CH:5][CH:4]=1.C[O:15]CCOC, predict the reaction product. The product is: [C:3]1([CH3:13])[CH:8]=[CH:7][C:6]([S:9]([OH:15])(=[O:11])=[O:10])=[CH:5][CH:4]=1. (8) Given the reactants [B-](F)(F)(F)F.CN(C(ON1C(=O)CCC1=O)=[N+](C)C)C.[F:21][C:22]1[CH:23]=[C:24]([N:28]2[CH2:32][CH2:31][CH2:30][C@@H:29]2[C:33]2[CH:34]=[C:35]([C:50](O)=[O:51])[CH:36]=[C:37]3[C:42]=2[O:41][C:40]([N:43]2[CH2:48][CH2:47][O:46][CH2:45][CH2:44]2)=[CH:39][C:38]3=[O:49])[CH:25]=[CH:26][CH:27]=1.[NH:53]1[CH2:58][CH2:57][O:56][CH2:55][CH2:54]1.CCN(C(C)C)C(C)C, predict the reaction product. The product is: [F:21][C:22]1[CH:23]=[C:24]([N:28]2[CH2:32][CH2:31][CH2:30][C@@H:29]2[C:33]2[CH:34]=[C:35]([C:50]([N:53]3[CH2:58][CH2:57][O:56][CH2:55][CH2:54]3)=[O:51])[CH:36]=[C:37]3[C:42]=2[O:41][C:40]([N:43]2[CH2:48][CH2:47][O:46][CH2:45][CH2:44]2)=[CH:39][C:38]3=[O:49])[CH:25]=[CH:26][CH:27]=1.